This data is from Peptide-MHC class I binding affinity with 185,985 pairs from IEDB/IMGT. The task is: Regression. Given a peptide amino acid sequence and an MHC pseudo amino acid sequence, predict their binding affinity value. This is MHC class I binding data. (1) The MHC is Mamu-A01 with pseudo-sequence Mamu-A01. The peptide sequence is VSFSMVGLF. The binding affinity (normalized) is 0.460. (2) The peptide sequence is DLTDYLMKIL. The MHC is HLA-A02:06 with pseudo-sequence HLA-A02:06. The binding affinity (normalized) is 0.298.